From a dataset of Full USPTO retrosynthesis dataset with 1.9M reactions from patents (1976-2016). Predict the reactants needed to synthesize the given product. (1) Given the product [F:40][C:2]([F:1])([F:41])[C:3]1[CH:4]=[C:5]([C:13]([CH3:38])([CH3:39])[C:14]([N:16]([C:18]2[CH:19]=[N:20][C:21]([N:32]3[CH2:33][CH:34]([S:53]([CH3:43])(=[O:56])=[O:54])[CH2:35]3)=[CH:22][C:23]=2[C:24]2[CH:29]=[CH:28][C:27]([F:30])=[CH:26][C:25]=2[CH3:31])[CH3:17])=[O:15])[CH:6]=[C:7]([C:9]([F:10])([F:11])[F:12])[CH:8]=1, predict the reactants needed to synthesize it. The reactants are: [F:1][C:2]([F:41])([F:40])[C:3]1[CH:4]=[C:5]([C:13]([CH3:39])([CH3:38])[C:14]([N:16]([C:18]2[CH:19]=[N:20][C:21]([N:32]3[CH2:35][CH:34](SC)[CH2:33]3)=[CH:22][C:23]=2[C:24]2[CH:29]=[CH:28][C:27]([F:30])=[CH:26][C:25]=2[CH3:31])[CH3:17])=[O:15])[CH:6]=[C:7]([C:9]([F:12])([F:11])[F:10])[CH:8]=1.Cl[C:43]1C=CC=C(C(OO)=O)C=1.[S:53]([O-:56])(O)=[O:54].[Na+]. (2) Given the product [C:1]1([CH:7]2[CH2:12][CH2:13][CH:10]([OH:20])[CH2:9][CH2:8]2)[CH:6]=[CH:5][CH:4]=[CH:3][CH:2]=1, predict the reactants needed to synthesize it. The reactants are: [C:1]1([CH:7]([CH2:12][CH3:13])[CH2:8][C:9](=O)[CH3:10])[CH:6]=[CH:5][CH:4]=[CH:3][CH:2]=1.[H-].[Al+3].[Li+].[H-].[H-].[H-].[O:20]1CCCC1. (3) Given the product [OH:26][C:23]([CH3:25])([CH3:24])[CH2:22][C@@:13]1([C:16]2[CH:21]=[CH:20][CH:19]=[CH:18][CH:17]=2)[O:12][C:11](=[O:27])[N:10]([C@H:8]([C:5]2[CH:6]=[CH:7][C:2]([C:38]#[C:37][C:29]([CH3:28])([CH3:39])[C:30]([O:32][CH2:33][CH2:34][CH2:35][CH3:36])=[O:31])=[CH:3][CH:4]=2)[CH3:9])[CH2:15][CH2:14]1, predict the reactants needed to synthesize it. The reactants are: Br[C:2]1[CH:7]=[CH:6][C:5]([C@@H:8]([N:10]2[CH2:15][CH2:14][C@:13]([CH2:22][C:23]([OH:26])([CH3:25])[CH3:24])([C:16]3[CH:21]=[CH:20][CH:19]=[CH:18][CH:17]=3)[O:12][C:11]2=[O:27])[CH3:9])=[CH:4][CH:3]=1.[CH3:28][C:29]([CH3:39])([C:37]#[CH:38])[C:30]([O:32][CH2:33][CH2:34][CH2:35][CH3:36])=[O:31].N(CC)CC. (4) Given the product [Br:57][C:36]1[N:37]2[C:12]3[N:13]4[CH2:48][CH2:47][C:16]([CH3:49])([O:17][CH2:18][CH2:19][CH2:20][CH2:21][C@H:22]([CH3:46])[O:23][C:24]5[CH:25]=[C:26]([CH3:45])[C:27]([F:44])=[CH:28][C:29]=5[C:30]5[CH:43]=[C:34]([C:35]=1[N:42]=[C:38]2[CH:39]=[C:40]([CH3:41])[C:11]=3[C@H:6]([O:5][C:1]([CH3:4])([CH3:2])[CH3:3])[C:7]([O:9][CH3:10])=[O:8])[CH:33]=[CH:32][CH:31]=5)[CH2:15][CH2:14]4, predict the reactants needed to synthesize it. The reactants are: [C:1]([O:5][C@@H:6]([C:11]1[C:40]([CH3:41])=[CH:39][C:38]2=[N:42][C:35]3=[CH:36][N:37]2[C:12]=1[N:13]1[CH2:48][CH2:47][C:16]([CH3:49])([O:17][CH2:18][CH2:19][CH2:20][CH2:21][C@H:22]([CH3:46])[O:23][C:24]2[CH:25]=[C:26]([CH3:45])[C:27]([F:44])=[CH:28][C:29]=2[C:30]2[CH:43]=[C:34]3[CH:33]=[CH:32][CH:31]=2)[CH2:15][CH2:14]1)[C:7]([O:9][CH3:10])=[O:8])([CH3:4])([CH3:3])[CH3:2].C1C(=O)N([Br:57])C(=O)C1. (5) Given the product [CH3:9][N:10]([CH2:12][CH2:13][CH2:14][C@@:15]1([C:26]2[CH:31]=[CH:30][C:29]([F:32])=[CH:28][CH:27]=2)[O:23][CH2:22][C:21]2[CH:20]=[C:19]([C:24]#[N:25])[CH:18]=[CH:17][C:16]1=2)[CH3:11].[C:4]([OH:6])([C:3]([OH:8])=[O:7])=[O:5], predict the reactants needed to synthesize it. The reactants are: O.O.[C:3]([OH:8])(=[O:7])[C:4]([OH:6])=[O:5].[CH3:9][N:10]([CH2:12][CH2:13][CH2:14][C@@:15]1([C:26]2[CH:27]=[CH:28][C:29]([F:32])=[CH:30][CH:31]=2)[O:23][CH2:22][C:21]2[CH:20]=[C:19]([C:24]#[N:25])[CH:18]=[CH:17][C:16]1=2)[CH3:11]. (6) Given the product [N:30]1([C:34]([C:36]2[N:37]=[CH:38][C:39]([O:7][C:8]3[CH:9]=[C:10]([CH:21]=[C:22]([O:24][C@@H:25]([CH3:29])[CH2:26][O:27][CH3:28])[CH:23]=3)[C:11]([NH:13][C:14]3[CH:19]=[N:18][C:17]([CH3:20])=[CH:16][N:15]=3)=[O:12])=[CH:40][CH:41]=2)=[O:35])[CH2:33][CH2:32][CH2:31]1, predict the reactants needed to synthesize it. The reactants are: C(=O)([O-])[O-].[Cs+].[Cs+].[OH:7][C:8]1[CH:9]=[C:10]([CH:21]=[C:22]([O:24][C@@H:25]([CH3:29])[CH2:26][O:27][CH3:28])[CH:23]=1)[C:11]([NH:13][C:14]1[CH:19]=[N:18][C:17]([CH3:20])=[CH:16][N:15]=1)=[O:12].[N:30]1([C:34]([C:36]2[CH:41]=[CH:40][C:39](Br)=[CH:38][N:37]=2)=[O:35])[CH2:33][CH2:32][CH2:31]1. (7) Given the product [Br:1][C:2]1[CH:3]=[C:4]([CH:8]([N:16]([CH3:17])[C:29](=[O:31])[CH2:28][N:24]2[C:23]3[CH:32]=[C:19]([Cl:18])[C:20]([Cl:33])=[CH:21][C:22]=3[O:27][CH2:26][C:25]2=[O:44])[CH2:9][N:10]2[CH2:15][CH2:14][O:13][CH2:12][CH2:11]2)[CH:5]=[CH:6][CH:7]=1, predict the reactants needed to synthesize it. The reactants are: [Br:1][C:2]1[CH:3]=[C:4]([CH:8]([NH:16][CH3:17])[CH2:9][N:10]2[CH2:15][CH2:14][O:13][CH2:12][CH2:11]2)[CH:5]=[CH:6][CH:7]=1.[Cl:18][C:19]1[C:20]([Cl:33])=[CH:21][C:22]2[O:27][CH2:26][CH2:25][N:24]([CH2:28][C:29]([OH:31])=O)[C:23]=2[CH:32]=1.CN([P+]([O:44]N1N=NC2C=CC=CC1=2)(N(C)C)N(C)C)C.F[P-](F)(F)(F)(F)F.C(N(CC)CC)C. (8) Given the product [NH2:21][C:17]1[CH:16]=[C:15]2[C:20]([C:12]([NH:11][C:8]([CH:5]3[CH2:6][CH2:7][N:2]([CH3:1])[CH2:3][CH2:4]3)=[O:9])=[N:13][NH:14]2)=[CH:19][CH:18]=1, predict the reactants needed to synthesize it. The reactants are: [CH3:1][N:2]1[CH2:7][CH2:6][CH:5]([C:8](Cl)=[O:9])[CH2:4][CH2:3]1.[NH2:11][C:12]1[C:20]2[C:15](=[CH:16][C:17]([NH2:21])=[CH:18][CH:19]=2)[NH:14][N:13]=1. (9) Given the product [CH2:11]([C:13]([NH2:2])([CH2:24][CH3:25])[CH2:14][C:15]1[CH:20]=[CH:19][C:18]([O:21][CH3:22])=[CH:17][CH:16]=1)[CH3:12], predict the reactants needed to synthesize it. The reactants are: [C-]#[N:2].[Na+].S(=O)(=O)(O)O.[C-]#N.[CH2:11]([C:13]([CH2:24][CH3:25])(O)[CH2:14][C:15]1[CH:20]=[CH:19][C:18]([O:21][CH3:22])=[CH:17][CH:16]=1)[CH3:12].[OH-].[Na+].